This data is from Full USPTO retrosynthesis dataset with 1.9M reactions from patents (1976-2016). The task is: Predict the reactants needed to synthesize the given product. (1) The reactants are: FC(F)(F)C1ON=C(C2SC(C(O)=O)=CC=2)C=1C.ClC1C=CN=CC=1NC(C1SC(C2C(C)=C(C(F)(F)F)ON=2)=CC=1)=O.[CH3:44][NH:45][C:46]([C@@H:48]1[CH2:53][CH2:52][CH2:51][N:50]([C:54]([C:56]2[S:57][C:58]([C:61]3[C:65]([CH3:66])=[C:64]([C:67]([F:70])([F:69])[F:68])[O:63][N:62]=3)=[CH:59][CH:60]=2)=[O:55])[CH2:49]1)=[O:47]. Given the product [CH3:44][NH:45][C:46]([C@H:48]1[CH2:53][CH2:52][CH2:51][N:50]([C:54]([C:56]2[S:57][C:58]([C:61]3[C:65]([CH3:66])=[C:64]([C:67]([F:69])([F:70])[F:68])[O:63][N:62]=3)=[CH:59][CH:60]=2)=[O:55])[CH2:49]1)=[O:47], predict the reactants needed to synthesize it. (2) Given the product [CH3:1][C:2]1[CH:3]=[C:4]([C:19]2[CH:20]=[CH:21][C:22]([CH2:25][C:26]([OH:28])=[O:27])=[N:23][CH:24]=2)[CH:5]=[C:6]([NH:8][C:9]2[N:14]=[C:13]([C:15]([F:18])([F:16])[F:17])[CH:12]=[CH:11][N:10]=2)[CH:7]=1, predict the reactants needed to synthesize it. The reactants are: [CH3:1][C:2]1[CH:3]=[C:4]([C:19]2[CH:20]=[CH:21][C:22]([CH2:25][C:26]([O:28]C(C)(C)C)=[O:27])=[N:23][CH:24]=2)[CH:5]=[C:6]([NH:8][C:9]2[N:14]=[C:13]([C:15]([F:18])([F:17])[F:16])[CH:12]=[CH:11][N:10]=2)[CH:7]=1.Cl.O1CCOCC1.